From a dataset of Forward reaction prediction with 1.9M reactions from USPTO patents (1976-2016). Predict the product of the given reaction. (1) Given the reactants Br[C:2]1[N:10]([CH2:11][C:12]2[CH:17]=[CH:16][C:15]([Cl:18])=[CH:14][CH:13]=2)[C:9]2[C:8](=[O:19])[N:7]([CH2:20][CH2:21][CH2:22][O:23][Si:24]([C:27]([CH3:30])([CH3:29])[CH3:28])([CH3:26])[CH3:25])[C:6](=[O:31])[N:5]([CH3:32])[C:4]=2[N:3]=1.[CH2:33]([NH2:36])[CH2:34][CH3:35], predict the reaction product. The product is: [Si:24]([O:23][CH2:22][CH2:21][CH2:20][N:7]1[C:8](=[O:19])[C:9]2[N:10]([CH2:11][C:12]3[CH:13]=[CH:14][C:15]([Cl:18])=[CH:16][CH:17]=3)[C:2]([NH:36][CH2:33][CH2:34][CH3:35])=[N:3][C:4]=2[N:5]([CH3:32])[C:6]1=[O:31])([C:27]([CH3:29])([CH3:28])[CH3:30])([CH3:25])[CH3:26]. (2) Given the reactants [Br:1][C:2]1[CH:3]=[C:4]2[C:9](=[CH:10][CH:11]=1)[N:8]=[CH:7][C:6]([OH:12])=[C:5]2[C:13]([C:15]1[CH:20]=[CH:19][C:18]([C:21]([CH3:25])([CH3:24])[C:22]#[N:23])=[CH:17][CH:16]=1)=O.Cl.[NH2:27][OH:28], predict the reaction product. The product is: [Br:1][C:2]1[CH:3]=[C:4]2[C:9](=[CH:10][CH:11]=1)[N:8]=[CH:7][C:6]([OH:12])=[C:5]2[C:13](=[N:27][OH:28])[C:15]1[CH:20]=[CH:19][C:18]([C:21]([CH3:25])([CH3:24])[C:22]#[N:23])=[CH:17][CH:16]=1. (3) The product is: [CH3:21][O:20][C:14]1[CH:13]=[C:12]([C:8]2[CH:9]=[CH:10][CH:11]=[C:6]([C:4]([OH:5])=[O:3])[CH:7]=2)[CH:17]=[C:16]([O:18][CH3:19])[CH:15]=1. Given the reactants C([O:3][C:4]([C:6]1[CH:7]=[C:8]([C:12]2[CH:17]=[C:16]([O:18][CH3:19])[CH:15]=[C:14]([O:20][CH3:21])[CH:13]=2)[CH:9]=[CH:10][CH:11]=1)=[O:5])C.[Li+].[OH-], predict the reaction product. (4) Given the reactants [S:1]([N:11]1[C:19]2[C:14](=[CH:15][CH:16]=[CH:17][CH:18]=2)[C:13]([CH:20]=[O:21])=[CH:12]1)([C:4]1[CH:10]=[CH:9][C:7]([CH3:8])=[CH:6][CH:5]=1)(=[O:3])=[O:2].[BH4-].[Na+], predict the reaction product. The product is: [S:1]([N:11]1[C:19]2[C:14](=[CH:15][CH:16]=[CH:17][CH:18]=2)[C:13]([CH2:20][OH:21])=[CH:12]1)([C:4]1[CH:5]=[CH:6][C:7]([CH3:8])=[CH:9][CH:10]=1)(=[O:2])=[O:3]. (5) Given the reactants [Cl:1][C:2]1[C:7]([CH2:8][CH2:9][CH2:10][N:11]2[CH2:16][CH2:15][N:14]([CH3:17])[CH2:13][CH2:12]2)=[CH:6][C:5]([C:18]#[N:19])=[CH:4][C:3]=1[NH:20]C(=O)OC(C)(C)C.[C:28]([OH:34])([C:30]([F:33])([F:32])[F:31])=[O:29], predict the reaction product. The product is: [NH2:20][C:3]1[CH:4]=[C:5]([CH:6]=[C:7]([CH2:8][CH2:9][CH2:10][N:11]2[CH2:16][CH2:15][N:14]([CH3:17])[CH2:13][CH2:12]2)[C:2]=1[Cl:1])[C:18]#[N:19].[C:28]([OH:34])([C:30]([F:33])([F:32])[F:31])=[O:29]. (6) Given the reactants [O:1]([CH3:12])[C@@H:2]1[O:10][C@@H:9]([CH3:11])[C@H:7]([OH:8])[C@@H:5](O)[C@H:3]1[OH:4].[OH:13][CH2:14][C:15]([C@H:17]([C@@H:19]([C@@H:21]([CH2:23][OH:24])[OH:22])[OH:20])[OH:18])=[O:16].C(O)[C@H]1O[C@H](O[C@]2(CO)O[C@H](CO)[C@@H](O)[C@@H]2O)[C@H](O)[C@@H](O)[C@@H]1O.C(OC(=O)C)(=O)C, predict the reaction product. The product is: [C@H:14]1([O:13][C@@H:5]2[C@@H:7]([OH:8])[C@H:9]([CH3:11])[O:10][C@@H:2]([O:1][CH3:12])[C@@H:3]2[OH:4])[O:22][C@H:21]([CH2:23][OH:24])[C@@H:19]([OH:20])[C@H:17]([OH:18])[C@H:15]1[OH:16]. (7) Given the reactants [CH3:1][N:2]1[CH2:7][CH2:6][CH:5]([O:8][CH:9]([C:19]2[CH:24]=[CH:23][CH:22]=[C:21]([N+:25]([O-])=O)[CH:20]=2)[C:10]2[NH:14][C:13]3[CH:15]=[CH:16][CH:17]=[CH:18][C:12]=3[N:11]=2)[CH2:4][CH2:3]1.[Sn](Cl)Cl.[OH-].[Na+], predict the reaction product. The product is: [NH:11]1[C:12]2[CH:18]=[CH:17][CH:16]=[CH:15][C:13]=2[N:14]=[C:10]1[CH:9]([O:8][CH:5]1[CH2:4][CH2:3][N:2]([CH3:1])[CH2:7][CH2:6]1)[C:19]1[CH:20]=[C:21]([NH2:25])[CH:22]=[CH:23][CH:24]=1.